From a dataset of Full USPTO retrosynthesis dataset with 1.9M reactions from patents (1976-2016). Predict the reactants needed to synthesize the given product. (1) Given the product [CH3:6][NH:7][CH2:8][CH2:9][CH2:10][NH:11][CH2:12][CH2:13][OH:14], predict the reactants needed to synthesize it. The reactants are: C(O[C:6](=O)[NH:7][CH2:8][CH2:9][CH2:10][NH:11][CH2:12][CH2:13][OH:14])(C)(C)C.O. (2) The reactants are: [CH3:1][CH:2]([N:4]1[C:12]2[C:11]([O:13][CH3:14])=[CH:10][CH:9]=[C:8]([C:15]([OH:17])=O)[C:7]=2[CH:6]=[CH:5]1)[CH3:3].[NH2:18][CH2:19][C:20]1[C:21](=[O:30])[NH:22][C:23]([CH3:29])=[CH:24][C:25]=1[CH2:26][CH2:27][CH3:28].ON1C2N=CC=CC=2N=N1.C(Cl)CCl.CN1CCOCC1. Given the product [CH3:3][CH:2]([N:4]1[C:12]2[C:11]([O:13][CH3:14])=[CH:10][CH:9]=[C:8]([C:15]([NH:18][CH2:19][C:20]3[C:21](=[O:30])[NH:22][C:23]([CH3:29])=[CH:24][C:25]=3[CH2:26][CH2:27][CH3:28])=[O:17])[C:7]=2[CH:6]=[CH:5]1)[CH3:1], predict the reactants needed to synthesize it.